Dataset: Catalyst prediction with 721,799 reactions and 888 catalyst types from USPTO. Task: Predict which catalyst facilitates the given reaction. (1) Reactant: [CH3:1][O:2][C:3]([C:5]1([CH3:19])[CH2:14][CH2:13][C:12]2[C:7](=[C:8]([CH3:18])[C:9]([CH3:17])=[C:10]([OH:16])[C:11]=2[CH3:15])[O:6]1)=[O:4].[C:20]([Si:24]([CH3:28])([CH3:27])OCl)([CH3:23])([CH3:22])[CH3:21].N1C=CN=C1. Product: [CH3:1][O:2][C:3]([C:5]1([CH3:19])[CH2:14][CH2:13][C:12]2[C:7](=[C:8]([CH3:18])[C:9]([CH3:17])=[C:10]([O:16][Si:24]([C:20]([CH3:23])([CH3:22])[CH3:21])([CH3:28])[CH3:27])[C:11]=2[CH3:15])[O:6]1)=[O:4]. The catalyst class is: 39. (2) Reactant: [O:1]1[C:6]2[CH:7]=[CH:8][CH:9]=[CH:10][C:5]=2[NH:4][C:3](=[O:11])[CH2:2]1.[Cl-].[Cl-].[Cl-].[Al+3].[C:16](Cl)(=[O:20])[CH:17]([CH3:19])[CH3:18]. Product: [C:16]([C:9]1[CH:8]=[CH:7][C:6]2[O:1][CH2:2][C:3](=[O:11])[NH:4][C:5]=2[CH:10]=1)(=[O:20])[CH:17]([CH3:19])[CH3:18]. The catalyst class is: 68. (3) Reactant: [Cl:1][C:2]1[CH:3]=[C:4]([CH2:10][NH:11][C:12]2[C:21]3[C:16](=[CH:17][CH:18]=[C:19]([C:22]#[N:23])[CH:20]=3)[N:15]=[CH:14][C:13]=2C(O)=O)[CH:5]=[CH:6][C:7]=1[O:8][CH3:9].C1(OC2C=CC=CC=2)C=CC=CC=1. Product: [Cl:1][C:2]1[CH:3]=[C:4]([CH2:10][NH:11][C:12]2[C:21]3[C:16](=[CH:17][CH:18]=[C:19]([C:22]#[N:23])[CH:20]=3)[N:15]=[CH:14][CH:13]=2)[CH:5]=[CH:6][C:7]=1[O:8][CH3:9]. The catalyst class is: 81. (4) Reactant: [CH2:1]([O:3][C:4](=[O:23])[C:5]([CH3:22])([CH3:21])[CH:6]([C:8]1[CH:9]=[C:10]([O:19][CH3:20])[C:11]2[O:15][C:14]([CH3:17])([CH3:16])[CH2:13][C:12]=2[CH:18]=1)O)[CH3:2].C([SiH](CC)CC)C.C(=O)([O-])O.[Na+]. Product: [CH2:1]([O:3][C:4](=[O:23])[C:5]([CH3:22])([CH3:21])[CH2:6][C:8]1[CH:9]=[C:10]([O:19][CH3:20])[C:11]2[O:15][C:14]([CH3:16])([CH3:17])[CH2:13][C:12]=2[CH:18]=1)[CH3:2]. The catalyst class is: 4. (5) Reactant: [F:1][C:2]1[CH:3]=[C:4]([C:9]2[N:13]3[CH2:14][C:15]([CH3:27])([CH3:26])[CH2:16][N:17](C(OC(C)(C)C)=O)[CH2:18][C:12]3=[C:11]([C:28](=[O:39])[NH:29][C@@H:30]([C:35]([CH3:38])([CH3:37])[CH3:36])[C:31]([NH:33][CH3:34])=[O:32])[N:10]=2)[CH:5]=[CH:6][C:7]=1[F:8].C(O)(C(F)(F)F)=O. Product: [F:1][C:2]1[CH:3]=[C:4]([C:9]2[N:13]3[CH2:14][C:15]([CH3:27])([CH3:26])[CH2:16][NH:17][CH2:18][C:12]3=[C:11]([C:28]([NH:29][C@@H:30]([C:35]([CH3:38])([CH3:37])[CH3:36])[C:31]([NH:33][CH3:34])=[O:32])=[O:39])[N:10]=2)[CH:5]=[CH:6][C:7]=1[F:8]. The catalyst class is: 2. (6) Reactant: [OH-].[Na+].C([O:5][C:6](=[O:16])[CH2:7][CH2:8][NH:9][CH:10]1[CH2:15][CH2:14][CH2:13][CH2:12][CH2:11]1)C.C1COCC1. Product: [CH:10]1([NH:9][CH2:8][CH2:7][C:6]([OH:16])=[O:5])[CH2:15][CH2:14][CH2:13][CH2:12][CH2:11]1. The catalyst class is: 6.